This data is from Reaction yield outcomes from USPTO patents with 853,638 reactions. The task is: Predict the reaction yield, written as a fraction of the theoretical maximum amount of product (1.0 means a 100% yield; for example, 0.34 means a 34% yield). The reactants are [CH3:1][Si:2]([CH3:18])([CH3:17])[CH2:3][CH2:4][O:5][CH2:6][N:7]1[C:11]2[N:12]=[CH:13][N:14]=[C:15]([NH2:16])[C:10]=2[CH:9]=[CH:8]1.Cl[CH2:20][CH:21]=O. The catalyst is CCO. The product is [CH3:1][Si:2]([CH3:18])([CH3:17])[CH2:3][CH2:4][O:5][CH2:6][N:7]1[C:11]2[N:12]=[CH:13][N:14]3[CH:20]=[CH:21][N:16]=[C:15]3[C:10]=2[CH:9]=[CH:8]1. The yield is 0.710.